This data is from Forward reaction prediction with 1.9M reactions from USPTO patents (1976-2016). The task is: Predict the product of the given reaction. (1) Given the reactants Br[C:2]1[CH:3]=[CH:4][C:5]2[C:6]([CH:10]=1)=[N:7][S:8][N:9]=2.Br[C:12]1[CH:20]=[CH:19][CH:18]=[CH:17][C:13]=1[N:14]([CH3:16])[CH3:15], predict the reaction product. The product is: [N:9]1[S:8][N:7]=[C:6]2[CH:10]=[C:2]([C:12]3[CH:20]=[CH:19][CH:18]=[CH:17][C:13]=3[N:14]([CH3:16])[CH3:15])[CH:3]=[CH:4][C:5]=12. (2) Given the reactants [CH2:1]([CH:4]1[CH2:8][O:7][CH2:6][C:5]1=O)[CH:2]=[CH2:3].[NH2:10][OH:11].Cl.N1C=CC=CC=1, predict the reaction product. The product is: [CH2:1]([CH:4]1[CH2:8][O:7][CH2:6]/[C:5]/1=[N:10]\[OH:11])[CH:2]=[CH2:3]. (3) The product is: [I-:16].[C:11]([C:8]1[CH:9]=[C:10]2[C:5]([CH:4]=[CH:3][CH:2]=[N+:1]2[CH2:15][CH:14]=[CH2:13])=[CH:6][CH:7]=1)#[N:12]. Given the reactants [N:1]1[C:10]2[C:5](=[CH:6][CH:7]=[C:8]([C:11]#[N:12])[CH:9]=2)[CH:4]=[CH:3][CH:2]=1.[CH2:13]([I:16])[CH:14]=[CH2:15], predict the reaction product. (4) Given the reactants CC(C)([O-])C.[K+].C(OP([CH2:15][C:16]1[CH:21]=[CH:20][C:19]([C:22]([F:25])([F:24])[F:23])=[CH:18][CH:17]=1)(=O)OCC)C.[C:26]([O:30][C:31]([N:33]1[CH2:38][CH2:37][CH:36]([CH2:39][CH:40]=O)[CH2:35][CH2:34]1)=[O:32])([CH3:29])([CH3:28])[CH3:27].O, predict the reaction product. The product is: [C:26]([O:30][C:31]([N:33]1[CH2:38][CH2:37][CH:36]([CH2:39]/[CH:40]=[CH:15]/[C:16]2[CH:17]=[CH:18][C:19]([C:22]([F:23])([F:24])[F:25])=[CH:20][CH:21]=2)[CH2:35][CH2:34]1)=[O:32])([CH3:29])([CH3:28])[CH3:27].